Dataset: Forward reaction prediction with 1.9M reactions from USPTO patents (1976-2016). Task: Predict the product of the given reaction. Given the reactants [F:1][C:2]1[CH:7]=[CH:6][C:5]([C:8]2[N:9]=[C:10]3[CH:15]=[CH:14][C:13]([C:16]([OH:18])=O)=[CH:12][N:11]3[CH:19]=2)=[CH:4][CH:3]=1.[C:20]([NH2:24])([CH3:23])([CH3:22])[CH3:21].CN(C(ON1N=NC2C=CC=NC1=2)=[N+](C)C)C.F[P-](F)(F)(F)(F)F.C(N(CC)CC)C, predict the reaction product. The product is: [C:20]([NH:24][C:16]([C:13]1[CH:14]=[CH:15][C:10]2[N:11]([CH:19]=[C:8]([C:5]3[CH:4]=[CH:3][C:2]([F:1])=[CH:7][CH:6]=3)[N:9]=2)[CH:12]=1)=[O:18])([CH3:23])([CH3:22])[CH3:21].